Dataset: Forward reaction prediction with 1.9M reactions from USPTO patents (1976-2016). Task: Predict the product of the given reaction. (1) Given the reactants [C:1]([C:4]1[C:33](=[O:34])[C@@:8]2([CH3:35])[C:9]3[C:15]([OH:16])=[CH:14][C:13]([O:17][CH3:18])=[C:12]([C:19]([NH:21][CH2:22][C:23]4[C:28]([CH3:29])=[CH:27][C:26]([OH:30])=[C:25]([CH3:31])[C:24]=4[CH3:32])=[O:20])[C:10]=3[O:11][C:7]2=[CH:6][C:5]=1[OH:36])(=O)[CH3:2].Cl.[CH2:38]([O:41][NH2:42])[C:39]#[CH:40].C(=O)(O)[O-].[Na+], predict the reaction product. The product is: [OH:16][C:15]1[C:9]2[C@:8]3([CH3:35])[C:33](=[O:34])[C:4](/[C:1](=[N:42]/[O:41][CH2:38][C:39]#[CH:40])/[CH3:2])=[C:5]([OH:36])[CH:6]=[C:7]3[O:11][C:10]=2[C:12]([C:19]([NH:21][CH2:22][C:23]2[C:28]([CH3:29])=[CH:27][C:26]([OH:30])=[C:25]([CH3:31])[C:24]=2[CH3:32])=[O:20])=[C:13]([O:17][CH3:18])[CH:14]=1. (2) Given the reactants Cl[C:2]1[C:11]2[C:6](=[CH:7][CH:8]=[CH:9][CH:10]=2)[N:5]=[C:4]([C:12]2[CH:17]=[CH:16][CH:15]=[C:14]([CH3:18])[N:13]=2)[N:3]=1.C(N(CC)CC)C.[Cl:26][C:27]1[CH:33]=[CH:32][C:30]([NH2:31])=[CH:29][CH:28]=1, predict the reaction product. The product is: [Cl:26][C:27]1[CH:33]=[CH:32][C:30]([NH:31][C:2]2[C:11]3[C:6](=[CH:7][CH:8]=[CH:9][CH:10]=3)[N:5]=[C:4]([C:12]3[CH:17]=[CH:16][CH:15]=[C:14]([CH3:18])[N:13]=3)[N:3]=2)=[CH:29][CH:28]=1. (3) The product is: [CH3:31][N:32]([CH3:37])[CH2:33][CH2:34][N:35]([CH3:36])[C:26]([CH2:25][NH:24][C:22](=[O:23])[C:21]1[CH:20]=[CH:19][C:18]([S:15](=[O:16])(=[O:17])[NH:14][C:9]2[CH:10]=[CH:11][CH:12]=[CH:13][C:8]=2[O:1][C:2]2[CH:7]=[CH:6][CH:5]=[CH:4][CH:3]=2)=[CH:30][CH:29]=1)=[O:28]. Given the reactants [O:1]([C:8]1[CH:13]=[CH:12][CH:11]=[CH:10][C:9]=1[NH:14][S:15]([C:18]1[CH:30]=[CH:29][C:21]([C:22]([NH:24][CH2:25][C:26]([OH:28])=O)=[O:23])=[CH:20][CH:19]=1)(=[O:17])=[O:16])[C:2]1[CH:7]=[CH:6][CH:5]=[CH:4][CH:3]=1.[CH3:31][N:32]([CH3:37])[CH2:33][CH2:34][NH:35][CH3:36], predict the reaction product. (4) Given the reactants [C:1]([OH:8])(=[O:7])[CH2:2][CH2:3][C:4]([OH:6])=[O:5].C(=O)([O-])[O-].[Na+:13].[Na+], predict the reaction product. The product is: [C:1]([O-:8])(=[O:7])[CH2:2][CH2:3][C:4]([O-:6])=[O:5].[Na+:13].[Na+:13]. (5) Given the reactants [CH2:1]([Li])[CH2:2][CH2:3][CH3:4].[CH3:6][O:7][B:8]([O:11]C)OC.CCO[C:16]([CH3:18])=O.Cl.[CH3:20]COCC, predict the reaction product. The product is: [CH3:4][C:3]1[C:18]2[B:8]([OH:11])[O:7][CH2:6][C:16]=2[CH:20]=[CH:1][CH:2]=1. (6) Given the reactants [Cl:1][C:2]1[CH:7]=[CH:6][C:5]([C:8]2[S:25][C:11]3[N:12]([CH3:24])[C:13](=[O:23])[N:14]([CH2:17][CH2:18][C:19](OC)=[O:20])[C:15](=[O:16])[C:10]=3[C:9]=2[CH3:26])=[CH:4][CH:3]=1.[BH4-].[Na+], predict the reaction product. The product is: [Cl:1][C:2]1[CH:7]=[CH:6][C:5]([C:8]2[S:25][C:11]3[N:12]([CH3:24])[C:13](=[O:23])[N:14]([CH2:17][CH2:18][CH2:19][OH:20])[C:15](=[O:16])[C:10]=3[C:9]=2[CH3:26])=[CH:4][CH:3]=1. (7) Given the reactants [CH3:1][C:2]1[CH:7]=[CH:6][CH:5]=[C:4]([CH3:8])[C:3]=1[N:9]1[C:14](=[O:15])[CH2:13][CH2:12][C:11]([C:16]([O:18]CC2C=CC=CC=2)=[O:17])=[CH:10]1, predict the reaction product. The product is: [CH3:8][C:4]1[CH:5]=[CH:6][CH:7]=[C:2]([CH3:1])[C:3]=1[N:9]1[C:14](=[O:15])[CH2:13][CH2:12][C:11]([C:16]([OH:18])=[O:17])=[CH:10]1.